This data is from Reaction yield outcomes from USPTO patents with 853,638 reactions. The task is: Predict the reaction yield, written as a fraction of the theoretical maximum amount of product (1.0 means a 100% yield; for example, 0.34 means a 34% yield). (1) The reactants are [H-].[H-].[H-].[H-].[Li+].[Al+3].[CH:7]1([C:12]2[CH:23]=[CH:22][C:15]([C:16](OC(C)C)=[O:17])=[CH:14][CH:13]=2)[CH2:11][CH2:10][CH2:9][CH2:8]1.O.[OH-].[K+]. The catalyst is C1COCC1. The product is [CH:7]1([C:12]2[CH:13]=[CH:14][C:15]([CH2:16][OH:17])=[CH:22][CH:23]=2)[CH2:8][CH2:9][CH2:10][CH2:11]1. The yield is 0.810. (2) The reactants are C[O:2][C:3](=O)[CH2:4][CH2:5][CH2:6][N:7]1[CH2:11][CH2:10][C@@H:9]([O:12][C:13]2[CH:18]=[CH:17][C:16]([O:19][C:20]3[CH:25]=[CH:24][CH:23]=[CH:22][CH:21]=3)=[CH:15][CH:14]=2)[CH2:8]1.[NH3:27]. The catalyst is CO. The product is [O:19]([C:16]1[CH:17]=[CH:18][C:13]([O:12][C@@H:9]2[CH2:10][CH2:11][N:7]([CH2:6][CH2:5][CH2:4][C:3]([NH2:27])=[O:2])[CH2:8]2)=[CH:14][CH:15]=1)[C:20]1[CH:25]=[CH:24][CH:23]=[CH:22][CH:21]=1. The yield is 0.740.